This data is from Catalyst prediction with 721,799 reactions and 888 catalyst types from USPTO. The task is: Predict which catalyst facilitates the given reaction. (1) Reactant: [Br:1][C:2]1[CH:3]=[CH:4][C:5]([F:10])=[C:6]([CH:9]=1)[CH:7]=[O:8].[BH4-].[Na+]. Product: [Br:1][C:2]1[CH:3]=[CH:4][C:5]([F:10])=[C:6]([CH2:7][OH:8])[CH:9]=1. The catalyst class is: 5. (2) Reactant: C(#N)C.[C:4]([O:8][C:9]([N:11]([CH2:38][C:39]([O:41][C:42]([CH3:45])([CH3:44])[CH3:43])=[O:40])[C:12]1[CH:17]=[CH:16][CH:15]=[C:14]([CH:18]([CH2:29][C:30]2[CH:35]=[CH:34][C:33]([NH:36][CH3:37])=[CH:32][CH:31]=2)[NH:19][S:20]([C:23]2[CH:24]=[N:25][CH:26]=[CH:27][CH:28]=2)(=[O:22])=[O:21])[N:13]=1)=[O:10])([CH3:7])([CH3:6])[CH3:5].C(=O)([O-])[O-].[K+].[K+].[CH2:52](Br)[C:53]1[CH:58]=[CH:57][CH:56]=[CH:55][CH:54]=1. Product: [CH2:52]([N:36]([CH3:37])[C:33]1[CH:32]=[CH:31][C:30]([CH2:29][CH:18]([NH:19][S:20]([C:23]2[CH:24]=[N:25][CH:26]=[CH:27][CH:28]=2)(=[O:22])=[O:21])[C:14]2[N:13]=[C:12]([N:11]([CH2:38][C:39]([O:41][C:42]([CH3:45])([CH3:44])[CH3:43])=[O:40])[C:9]([O:8][C:4]([CH3:7])([CH3:6])[CH3:5])=[O:10])[CH:17]=[CH:16][CH:15]=2)=[CH:35][CH:34]=1)[C:53]1[CH:58]=[CH:57][CH:56]=[CH:55][CH:54]=1. The catalyst class is: 6. (3) Reactant: FC1C(O[C:9]([C:11]2[N:12]([CH3:32])[C:13]3[C:21]([CH:22]=2)=[C:20]2[C:16]([C:17](=[O:24])[NH:18][C:19]2=[O:23])=[C:15]([C:25]2[CH:30]=[CH:29][CH:28]=[CH:27][C:26]=2[Cl:31])[CH:14]=3)=[O:10])=C(F)C(F)=C(F)C=1F.O.C[N:39](C)C=O. Product: [Cl:31][C:26]1[CH:27]=[CH:28][CH:29]=[CH:30][C:25]=1[C:15]1[CH:14]=[C:13]2[C:21]([CH:22]=[C:11]([C:9]([NH2:39])=[O:10])[N:12]2[CH3:32])=[C:20]2[C:16]=1[C:17](=[O:24])[NH:18][C:19]2=[O:23]. The catalyst class is: 328. (4) Reactant: [Cl-].[Cl-].[Cl-].[Al+3].[N-:5]=[N+:6]=[N-:7].[Na+].[CH3:9][O:10][C:11](=[O:22])[C:12]1[C:17]([CH3:18])=[CH:16][CH:15]=[CH:14][C:13]=1[N:19]=[C:20]=[O:21].N([O-])=O.[Na+].Cl. Product: [CH3:9][O:10][C:11](=[O:22])[C:12]1[C:13]([N:19]2[C:20](=[O:21])[NH:7][N:6]=[N:5]2)=[CH:14][CH:15]=[CH:16][C:17]=1[CH3:18]. The catalyst class is: 9. (5) Reactant: C([C@@H]1C(OC)=[N:8][C@@H:7]([CH2:12][CH2:13][CH2:14][CH2:15][CH2:16][C:17]([O:19][C:20]([CH3:23])([CH3:22])[CH3:21])=[O:18])[C:6]([O:24][CH3:25])=N1)(C)C.Cl.C([O-])(O)=[O:28].[Na+]. Product: [NH2:8][C@@H:7]([CH2:12][CH2:13][CH2:14][CH2:15][CH2:16][C:17]([O:19][C:20]([CH3:23])([CH3:22])[CH3:21])=[O:18])[C:6]([O:24][CH3:25])=[O:28]. The catalyst class is: 23. (6) Reactant: [CH2:1]([O:3][C:4](=[O:22])[CH:5]([O:11][C:12]1[CH:17]=[CH:16][C:15]([Cl:18])=[CH:14][C:13]=1[N+:19]([O-])=O)[C:6](OCC)=[O:7])[CH3:2].[O-]S(S([O-])=O)=O.[Na+].[Na+].O. Product: [CH2:1]([O:3][C:4]([CH:5]1[C:6](=[O:7])[NH:19][C:13]2[CH:14]=[C:15]([Cl:18])[CH:16]=[CH:17][C:12]=2[O:11]1)=[O:22])[CH3:2]. The catalyst class is: 88. (7) The catalyst class is: 34. Product: [Cl:1][C:2]1[N:3]([CH3:11])[C:4]([Cl:10])=[CH:5][C:6]=1[C:7]([NH2:14])=[O:8]. Reactant: [Cl:1][C:2]1[N:3]([CH3:11])[C:4]([Cl:10])=[CH:5][C:6]=1[C:7](O)=[O:8].N.C[N:14](C(ON1N=NC2C=CC=CC1=2)=[N+](C)C)C.[B-](F)(F)(F)F.CCN(C(C)C)C(C)C. (8) Reactant: [Cl:1][C:2]1[N:6]2[CH:7]=[C:8]([C:15]3[NH:16][CH:17]=[CH:18][N:19]=3)[CH:9]=[C:10]([C:11]([F:14])([F:13])[F:12])[C:5]2=[N:4][C:3]=1[C:20](O)=[O:21].Cl.[NH:24]1[CH2:29][CH2:28][CH:27]([N:30]2[CH2:34][CH2:33][O:32][C:31]2=[O:35])[CH2:26][CH2:25]1.CCN(C(C)C)C(C)C.CN(C(ON1N=NC2C=CC=NC1=2)=[N+](C)C)C.F[P-](F)(F)(F)(F)F. Product: [Cl:1][C:2]1[N:6]2[CH:7]=[C:8]([C:15]3[NH:16][CH:17]=[CH:18][N:19]=3)[CH:9]=[C:10]([C:11]([F:12])([F:13])[F:14])[C:5]2=[N:4][C:3]=1[C:20]([N:24]1[CH2:25][CH2:26][CH:27]([N:30]2[CH2:34][CH2:33][O:32][C:31]2=[O:35])[CH2:28][CH2:29]1)=[O:21]. The catalyst class is: 31.